This data is from Full USPTO retrosynthesis dataset with 1.9M reactions from patents (1976-2016). The task is: Predict the reactants needed to synthesize the given product. (1) Given the product [CH2:31]([N:17]1[C:16](=[O:35])[C:15]2([CH2:36][CH2:37][CH2:38][CH:13]([CH2:12][C:9]3[CH:10]=[CH:11][C:6]([CH:4]([CH3:5])[C:3]([OH:39])=[O:2])=[CH:7][CH:8]=3)[CH2:14]2)[N:19]([CH2:20][CH2:21][C:22]2[CH:27]=[CH:26][C:25]([O:28][CH3:29])=[CH:24][CH:23]=2)[C:18]1=[O:30])[CH:32]([CH3:34])[CH3:33], predict the reactants needed to synthesize it. The reactants are: C[O:2][C:3](=[O:39])[CH:4]([C:6]1[CH:11]=[CH:10][C:9]([CH2:12][CH:13]2[CH2:38][CH2:37][CH2:36][C:15]3([N:19]([CH2:20][CH2:21][C:22]4[CH:27]=[CH:26][C:25]([O:28][CH3:29])=[CH:24][CH:23]=4)[C:18](=[O:30])[N:17]([CH2:31][CH:32]([CH3:34])[CH3:33])[C:16]3=[O:35])[CH2:14]2)=[CH:8][CH:7]=1)[CH3:5].[Li+].[OH-].Cl. (2) Given the product [F:1][C:2]1[CH:7]=[CH:6][C:5]([NH:8][C:9]([O:11][N:12]=[C:13]2[CH2:14][CH2:15][N:16]([C:19]([O:21][C:22]([CH3:25])([CH3:24])[CH3:23])=[O:20])[CH2:17][CH2:18]2)=[O:10])=[CH:4][CH:3]=1, predict the reactants needed to synthesize it. The reactants are: [F:1][C:2]1[CH:7]=[CH:6][C:5]([N:8]=[C:9]=[O:10])=[CH:4][CH:3]=1.[OH:11][N:12]=[C:13]1[CH2:18][CH2:17][N:16]([C:19]([O:21][C:22]([CH3:25])([CH3:24])[CH3:23])=[O:20])[CH2:15][CH2:14]1.C(N(CC)CC)C. (3) The reactants are: [CH2:1]([O:3][C:4]([C:6]1[C:7]([OH:25])=[C:8]2[CH:16]=[CH:15][N:14]([CH2:17][C:18]3[CH:23]=[CH:22][CH:21]=[CH:20][C:19]=3[F:24])[C:9]2=[C:10]([C:12]#[N:13])[N:11]=1)=[O:5])[CH3:2].[C:26](OC(=O)C)(=[O:28])[CH3:27]. Given the product [CH2:1]([O:3][C:4]([C:6]1[C:7]([O:25][C:26](=[O:28])[CH3:27])=[C:8]2[CH:16]=[CH:15][N:14]([CH2:17][C:18]3[CH:23]=[CH:22][CH:21]=[CH:20][C:19]=3[F:24])[C:9]2=[C:10]([C:12]#[N:13])[N:11]=1)=[O:5])[CH3:2], predict the reactants needed to synthesize it. (4) The reactants are: Cl[C:2]1[CH:3]=[C:4]([C:9]2[N:13]3[CH:14]=[CH:15][C:16]([C:19]([OH:22])([CH3:21])[CH3:20])=[C:17]([F:18])[C:12]3=[N:11][CH:10]=2)[CH:5]=[CH:6][C:7]=1[F:8].[C:23]([C:25]1[CH:30]=[CH:29][C:28](B(O)O)=[CH:27][CH:26]=1)#[N:24]. Given the product [F:8][C:7]1[CH:6]=[CH:5][C:4]([C:9]2[N:13]3[CH:14]=[CH:15][C:16]([C:19]([OH:22])([CH3:21])[CH3:20])=[C:17]([F:18])[C:12]3=[N:11][CH:10]=2)=[CH:3][C:2]=1[C:28]1[CH:29]=[CH:30][C:25]([C:23]#[N:24])=[CH:26][CH:27]=1, predict the reactants needed to synthesize it. (5) Given the product [O:51]1[CH:36]=[N:37][C:38]([C:1]2[CH:6]=[CH:5][C:4]([NH:9][C:14](=[O:16])[CH2:13][C:12](=[O:11])[N:17]3[CH2:18][CH2:19][N:20]([C:23](=[O:34])[C:24]4[CH:29]=[CH:28][CH:27]=[CH:26][C:25]=4[C:30]([F:32])([F:31])[F:33])[CH2:21][CH2:22]3)=[CH:3][CH:2]=2)=[N:39]1, predict the reactants needed to synthesize it. The reactants are: [CH:1]1[CH:2]=[CH:3][C:4]2[N:9](O)N=N[C:5]=2[CH:6]=1.[O:11]=[C:12]([N:17]1[CH2:22][CH2:21][N:20]([C:23](=[O:34])[C:24]2[CH:29]=[CH:28][CH:27]=[CH:26][C:25]=2[C:30]([F:33])([F:32])[F:31])[CH2:19][CH2:18]1)[CH2:13][C:14]([OH:16])=O.C[CH2:36][N:37]=[C:38]=[N:39]CCCN(C)C.Cl.CN(C=[O:51])C.